From a dataset of Catalyst prediction with 721,799 reactions and 888 catalyst types from USPTO. Predict which catalyst facilitates the given reaction. (1) Reactant: CCN(C(C)C)C(C)C.[CH3:10][O:11][C:12]1[CH:13]=[CH:14][CH:15]=[C:16]2[C:21]=1[O:20][C:19](=[O:22])[C:18]([C:23]([OH:25])=O)=[CH:17]2.CN(C(ON1N=NC2C=CC=NC1=2)=[N+](C)C)C.F[P-](F)(F)(F)(F)F.[CH3:50][O:51][C:52]1[CH:53]=[C:54]2[C:59](=[CH:60][CH:61]=1)[CH:58]=[C:57]([C:62]1[CH:63]=[C:64]([NH2:68])[CH:65]=[CH:66][CH:67]=1)[CH:56]=[CH:55]2. Product: [CH3:50][O:51][C:52]1[CH:53]=[C:54]2[C:59](=[CH:60][CH:61]=1)[CH:58]=[C:57]([C:62]1[CH:63]=[C:64]([NH:68][C:23]([C:18]3[C:19](=[O:22])[O:20][C:21]4[C:16]([CH:17]=3)=[CH:15][CH:14]=[CH:13][C:12]=4[O:11][CH3:10])=[O:25])[CH:65]=[CH:66][CH:67]=1)[CH:56]=[CH:55]2. The catalyst class is: 3. (2) Reactant: [Si:1]([O:8][CH2:9][C@H:10]1[CH2:14][CH2:13][C:12](=[O:15])[N:11]1[CH2:16][C:17](=[S:19])[NH2:18])([C:4]([CH3:7])([CH3:6])[CH3:5])([CH3:3])[CH3:2].Br[CH2:21][C:22](=O)[C:23]([O:25][CH2:26][CH3:27])=[O:24].N1C=CN=C1.[Si](Cl)(C(C)(C)C)(C)C. Product: [Si:1]([O:8][CH2:9][C@H:10]1[CH2:14][CH2:13][C:12](=[O:15])[N:11]1[CH2:16][C:17]1[S:19][CH:21]=[C:22]([C:23]([O:25][CH2:26][CH3:27])=[O:24])[N:18]=1)([C:4]([CH3:7])([CH3:6])[CH3:5])([CH3:3])[CH3:2]. The catalyst class is: 255. (3) Reactant: CC(C)([O-])C.[Na+].Br[C:8]1[CH:13]=[CH:12][C:11]([C:14]2[N:19]=[C:18]([O:20][C:21]3[CH:26]=[C:25]([O:27][CH3:28])[C:24]([O:29][CH3:30])=[C:23]([O:31][CH3:32])[CH:22]=3)[C:17]3=[C:33]([CH3:37])[N:34]=[C:35]([CH3:36])[N:16]3[N:15]=2)=[CH:10][CH:9]=1.[NH:38]1[CH2:43][CH2:42][O:41][CH2:40][CH2:39]1. Product: [CH3:37][C:33]1[N:34]=[C:35]([CH3:36])[N:16]2[C:17]=1[C:18]([O:20][C:21]1[CH:26]=[C:25]([O:27][CH3:28])[C:24]([O:29][CH3:30])=[C:23]([O:31][CH3:32])[CH:22]=1)=[N:19][C:14]([C:11]1[CH:12]=[CH:13][C:8]([N:38]3[CH2:43][CH2:42][O:41][CH2:40][CH2:39]3)=[CH:9][CH:10]=1)=[N:15]2. The catalyst class is: 11. (4) Reactant: FC(F)(F)S(O[C:7]([C:9]1[S:10][CH:11]=[C:12]([CH2:14][O:15][Si:16]([C:19]([CH3:22])([CH3:21])[CH3:20])([CH3:18])[CH3:17])[N:13]=1)=[CH2:8])(=O)=O.[N:25]1[CH:30]=[C:29](B(O)O)[CH:28]=[N:27][CH:26]=1.C(=O)([O-])[O-].[Na+].[Na+].C(Cl)Cl. Product: [Si:16]([O:15][CH2:14][C:12]1[N:13]=[C:9]([C:7]([C:29]2[CH:30]=[N:25][CH:26]=[N:27][CH:28]=2)=[CH2:8])[S:10][CH:11]=1)([C:19]([CH3:22])([CH3:21])[CH3:20])([CH3:18])[CH3:17]. The catalyst class is: 234. (5) Reactant: [Cl:1][C:2]1[N:7]=[C:6]([C:8]2[CH:13]=[C:12]([N:14]3[CH2:19][CH2:18][NH:17][CH2:16][CH2:15]3)[CH:11]=[C:10]([F:20])[CH:9]=2)[CH:5]=[CH:4][N:3]=1.[BH-](OC(C)=O)(OC(C)=O)O[C:23]([CH3:25])=O.[Na+]. Product: [Cl:1][C:2]1[N:7]=[C:6]([C:8]2[CH:9]=[C:10]([F:20])[CH:11]=[C:12]([N:14]3[CH2:19][CH2:18][N:17]([CH2:23][CH3:25])[CH2:16][CH2:15]3)[CH:13]=2)[CH:5]=[CH:4][N:3]=1. The catalyst class is: 68. (6) Reactant: [OH:1][C:2]1[CH:6]([CH2:7][CH2:8][C:9]2[CH:14]=[CH:13][CH:12]=[CH:11][CH:10]=2)[O:5][C:4](=[O:15])[CH:3]=1.CCN(CC)CC.C(Cl)CCl.CCC([SH:33])C(O)=O.Cl.[Na+].[Cl-].[CH2:37]1[CH2:41][O:40][CH2:39][CH2:38]1. Product: [OH:1][C:2]1[CH:6]([CH2:7][CH2:8][C:9]2[CH:14]=[CH:13][CH:12]=[CH:11][CH:10]=2)[O:5][C:4](=[O:15])[C:3]=1[C:39](=[O:40])[CH2:38][CH:37]([SH:33])[CH3:41]. The catalyst class is: 142.